Dataset: Full USPTO retrosynthesis dataset with 1.9M reactions from patents (1976-2016). Task: Predict the reactants needed to synthesize the given product. (1) Given the product [ClH:47].[NH2:38][C@H:29]([CH2:30][C:31]1[CH:32]=[CH:33][C:34]([F:37])=[CH:35][CH:36]=1)[C:28]([N:25]1[CH2:24][CH2:23][CH:22]([N:13]2[N:12]=[C:11]([C:5]3[CH:6]=[CH:7][C:8]([O:9][CH3:10])=[C:3]([O:2][CH3:1])[CH:4]=3)[C@@H:20]3[C@@H:15]([CH2:16][CH2:17][CH2:18][CH2:19]3)[C:14]2=[O:21])[CH2:27][CH2:26]1)=[O:46], predict the reactants needed to synthesize it. The reactants are: [CH3:1][O:2][C:3]1[CH:4]=[C:5]([C:11]2[C@@H:20]3[C@@H:15]([CH2:16][CH2:17][CH2:18][CH2:19]3)[C:14](=[O:21])[N:13]([CH:22]3[CH2:27][CH2:26][N:25]([C:28](=[O:46])[C@H:29]([NH:38]C(=O)OC(C)(C)C)[CH2:30][C:31]4[CH:36]=[CH:35][C:34]([F:37])=[CH:33][CH:32]=4)[CH2:24][CH2:23]3)[N:12]=2)[CH:6]=[CH:7][C:8]=1[O:9][CH3:10].[ClH:47].C(OCC)C. (2) Given the product [Cl:14][C:15]1[C:16]([CH3:25])=[C:17]2[C:21](=[CH:22][CH:23]=1)[NH:20][C:19](=[O:24])[C:18]2=[CH:11][C:8]1[NH:9][CH:10]=[C:6]([CH2:5][CH2:4][C:1]([OH:3])=[O:2])[C:7]=1[CH3:13], predict the reactants needed to synthesize it. The reactants are: [C:1]([CH2:4][CH2:5][C:6]1[C:7]([CH3:13])=[C:8]([CH:11]=O)[NH:9][CH:10]=1)([OH:3])=[O:2].[Cl:14][C:15]1[C:16]([CH3:25])=[C:17]2[C:21](=[CH:22][CH:23]=1)[NH:20][C:19](=[O:24])[CH2:18]2. (3) Given the product [NH2:5][C:4]1[CH:6]=[C:7]([C:19]2[S:23][C:22]([N:24]3[CH2:30][CH2:29][CH2:28][NH:27][C:26](=[O:31])[CH2:25]3)=[N:21][C:20]=2[Cl:32])[CH:8]=[C:2]([CH3:1])[CH:3]=1, predict the reactants needed to synthesize it. The reactants are: [CH3:1][C:2]1[CH:3]=[C:4]([CH:6]=[C:7](B2OC(C)(C)C(C)(C)O2)[CH:8]=1)[NH2:5].Br[C:19]1[S:23][C:22]([N:24]2[CH2:30][CH2:29][CH2:28][NH:27][C:26](=[O:31])[CH2:25]2)=[N:21][C:20]=1[Cl:32].C(=O)([O-])[O-].[Na+].[Na+]. (4) Given the product [F:1][C:2]1[CH:8]=[CH:7][C:6]([N+:9]([O-:11])=[O:10])=[CH:5][C:3]=1[NH:4][CH:14]=[C:15]1[C:16](=[O:26])[O:17][C:18]([CH3:22])([CH3:24])[O:19][C:20]1=[O:21], predict the reactants needed to synthesize it. The reactants are: [F:1][C:2]1[CH:8]=[CH:7][C:6]([N+:9]([O-:11])=[O:10])=[CH:5][C:3]=1[NH2:4].CO[CH:14]=[C:15]1[C:20](=[O:21])[O:19][C:18]([CH2:24]C)([CH2:22]C)[O:17][C:16]1=[O:26]. (5) Given the product [Br:1][C:2]1[C:13]2[C:5](=[CH:6][C:7]([C:16]3[CH:21]=[CH:20][CH:19]=[CH:18][C:17]=3[Cl:22])=[C:8]3[C:12]=2[C:11](=[O:14])[NH:10][C:9]3=[O:15])[N:4]([CH2:23][CH2:24][CH2:25][N:28]([CH3:29])[CH3:27])[CH:3]=1, predict the reactants needed to synthesize it. The reactants are: [Br:1][C:2]1[C:13]2[C:5](=[CH:6][C:7]([C:16]3[CH:21]=[CH:20][CH:19]=[CH:18][C:17]=3[Cl:22])=[C:8]3[C:12]=2[C:11](=[O:14])[NH:10][C:9]3=[O:15])[N:4]([CH2:23][CH2:24][CH2:25]O)[CH:3]=1.[CH3:27][NH:28][CH3:29]. (6) Given the product [Cl-:17].[CH3:4][O:5][C:6]1[CH:13]=[CH:12][CH:11]=[CH:10][C:7]=1[CH:8]=[N+:2]([CH3:3])[CH3:1], predict the reactants needed to synthesize it. The reactants are: [CH3:1][NH:2][CH3:3].[CH3:4][O:5][C:6]1[CH:13]=[CH:12][CH:11]=[CH:10][C:7]=1[CH:8]=O.C([Cl:17])(=O)C. (7) Given the product [Br:1][C:2]1[CH:7]=[CH:6][C:5]([F:8])=[CH:4][C:3]=1[O:9][CH3:12], predict the reactants needed to synthesize it. The reactants are: [Br:1][C:2]1[CH:7]=[CH:6][C:5]([F:8])=[CH:4][C:3]=1[OH:9].CI.[C:12](=O)([O-])[O-].[K+].[K+]. (8) Given the product [CH3:15][O:1][C:2]1[C:7]2[O:8][C:9]3[CH:14]=[CH:13][CH:12]=[CH:11][C:10]=3[C:6]=2[CH:5]=[CH:4][CH:3]=1, predict the reactants needed to synthesize it. The reactants are: [OH:1][C:2]1[C:7]2[O:8][C:9]3[CH:14]=[CH:13][CH:12]=[CH:11][C:10]=3[C:6]=2[CH:5]=[CH:4][CH:3]=1.[C:15]([O-])([O-])=O.[K+].[K+].IC. (9) Given the product [Br:22][C:16]1[C:11]([CH2:1][CH2:2][CH2:3][CH2:4][CH2:5][CH2:6][CH2:7][CH2:8][CH2:9][CH3:10])=[N:12][C:13]([N:19]([CH3:20])[CH3:21])=[N:14][C:15]=1[O:17][CH3:18], predict the reactants needed to synthesize it. The reactants are: [CH2:1]([C:11]1[CH:16]=[C:15]([O:17][CH3:18])[N:14]=[C:13]([N:19]([CH3:21])[CH3:20])[N:12]=1)[CH2:2][CH2:3][CH2:4][CH2:5][CH2:6][CH2:7][CH2:8][CH2:9][CH3:10].[Br:22]N1C(=O)CCC1=O. (10) Given the product [CH2:1]([N:8]1[C:9](=[O:18])[C:10]2[C:15]([Br:16])=[CH:14][CH:13]=[CH:12][C:11]=2[O:21][CH2:20][CH2:19]1)[C:2]1[CH:7]=[CH:6][CH:5]=[CH:4][CH:3]=1, predict the reactants needed to synthesize it. The reactants are: [CH2:1]([N:8]([CH2:19][CH2:20][OH:21])[C:9](=[O:18])[C:10]1[C:15]([Br:16])=[CH:14][CH:13]=[CH:12][C:11]=1F)[C:2]1[CH:7]=[CH:6][CH:5]=[CH:4][CH:3]=1.[H-].[Na+].